This data is from Full USPTO retrosynthesis dataset with 1.9M reactions from patents (1976-2016). The task is: Predict the reactants needed to synthesize the given product. Given the product [N:1]1[O:2][N:3]=[C:4]2[CH:9]=[C:8]([CH2:10][N:11]3[C:15]4[C:16](=[O:38])[N:17]([CH3:37])[C:18]([CH:27]([O:32][C:33]([CH3:34])([CH3:36])[CH3:35])[C:28]([OH:30])=[O:29])=[C:19]([C:20]5[CH:21]=[CH:22][C:23]([CH3:26])=[CH:24][CH:25]=5)[C:14]=4[CH:13]=[CH:12]3)[CH:7]=[CH:6][C:5]=12, predict the reactants needed to synthesize it. The reactants are: [N:1]1[O:2][N:3]=[C:4]2[CH:9]=[C:8]([CH2:10][N:11]3[C:15]4[C:16](=[O:38])[N:17]([CH3:37])[C:18]([CH:27]([O:32][C:33]([CH3:36])([CH3:35])[CH3:34])[C:28]([O:30]C)=[O:29])=[C:19]([C:20]5[CH:25]=[CH:24][C:23]([CH3:26])=[CH:22][CH:21]=5)[C:14]=4[CH:13]=[CH:12]3)[CH:7]=[CH:6][C:5]=12.[Li+].[OH-].Cl.